This data is from Forward reaction prediction with 1.9M reactions from USPTO patents (1976-2016). The task is: Predict the product of the given reaction. (1) Given the reactants [C:1]([O:5][C:6]([N:8]1[CH2:13][CH2:12][CH2:11][C@H:10]([NH:14][C:15]2[C:20]3[CH:21]=[C:22]([C:24]4[CH:29]=[CH:28][CH:27]=[CH:26][CH:25]=4)[S:23][C:19]=3[C:18]([C:30](O)=[O:31])=[CH:17][N:16]=2)[CH2:9]1)=[O:7])([CH3:4])([CH3:3])[CH3:2].[CH3:33][N:34](C(ON1N=NC2C=CC=NC1=2)=[N+](C)C)C.F[P-](F)(F)(F)(F)F.CN.CCN(C(C)C)C(C)C, predict the reaction product. The product is: [CH3:33][NH:34][C:30]([C:18]1[C:19]2[S:23][C:22]([C:24]3[CH:25]=[CH:26][CH:27]=[CH:28][CH:29]=3)=[CH:21][C:20]=2[C:15]([NH:14][C@H:10]2[CH2:11][CH2:12][CH2:13][N:8]([C:6]([O:5][C:1]([CH3:4])([CH3:3])[CH3:2])=[O:7])[CH2:9]2)=[N:16][CH:17]=1)=[O:31]. (2) Given the reactants Br[C:2]1[CH:7]=[CH:6][CH:5]=[C:4]([CH:8]([CH3:10])[CH3:9])[CH:3]=1.[CH3:11][N:12]1CCCC1=O, predict the reaction product. The product is: [CH:8]([C:4]1[CH:3]=[C:2]([CH:7]=[CH:6][CH:5]=1)[C:11]#[N:12])([CH3:10])[CH3:9]. (3) Given the reactants [Cl:1][C:2]1[CH:3]=[C:4]2[C:12](=[CH:13][C:14]=1[Cl:15])[N:11](S(C1C=CC(C)=CC=1)(=O)=O)[C:10]1[C:9]([C:31]([F:37])([F:36])[C:32]([F:35])([F:34])[F:33])([O:26][Si](C)(C)C)[CH2:8][CH2:7][CH2:6][C:5]2=1.[OH-].[K+], predict the reaction product. The product is: [Cl:1][C:2]1[CH:3]=[C:4]2[C:12](=[CH:13][C:14]=1[Cl:15])[NH:11][C:10]1[C:9]([C:31]([F:36])([F:37])[C:32]([F:33])([F:34])[F:35])([OH:26])[CH2:8][CH2:7][CH2:6][C:5]2=1. (4) Given the reactants [CH2:1]([OH:4])[C:2]#[CH:3].CCN(CC)CC.[CH3:12][C:13]([Si:16](Cl)([CH3:18])[CH3:17])([CH3:15])[CH3:14], predict the reaction product. The product is: [C:13]([Si:16]([CH3:18])([CH3:17])[O:4][CH2:1][C:2]#[CH:3])([CH3:15])([CH3:14])[CH3:12]. (5) Given the reactants C(N(CC)CC)C.[F:8][C:9]([F:22])([F:21])[S:10]([O:13]S(C(F)(F)F)(=O)=O)(=[O:12])=[O:11].O[C:24]1[CH:25]=[C:26]2[C:30](=[CH:31][CH:32]=1)[C:29](=[O:33])[N:28]([CH3:34])[C:27]2([CH3:36])[CH3:35].C(=O)([O-])O.[Na+], predict the reaction product. The product is: [F:8][C:9]([F:22])([F:21])[S:10]([O:13][C:24]1[CH:25]=[C:26]2[C:30](=[CH:31][CH:32]=1)[C:29](=[O:33])[N:28]([CH3:34])[C:27]2([CH3:36])[CH3:35])(=[O:12])=[O:11]. (6) Given the reactants [C:1]([O:5][C:6]([N:8]1[CH2:12][CH2:11][CH:10]([C:13]2[S:14][C:15]([C:31]([OH:33])=O)=[C:16]([C:18]3[CH:23]=[CH:22][C:21]([O:24][C:25]4[CH:30]=[CH:29][CH:28]=[CH:27][CH:26]=4)=[CH:20][CH:19]=3)[N:17]=2)[CH2:9]1)=[O:7])([CH3:4])([CH3:3])[CH3:2].C[N:35](C(ON1N=NC2C=CC=NC1=2)=[N+](C)C)C.F[P-](F)(F)(F)(F)F.CCN(C(C)C)C(C)C, predict the reaction product. The product is: [C:31]([C:15]1[S:14][C:13]([CH:10]2[CH2:11][CH2:12][N:8]([C:6]([O:5][C:1]([CH3:4])([CH3:2])[CH3:3])=[O:7])[CH2:9]2)=[N:17][C:16]=1[C:18]1[CH:23]=[CH:22][C:21]([O:24][C:25]2[CH:26]=[CH:27][CH:28]=[CH:29][CH:30]=2)=[CH:20][CH:19]=1)(=[O:33])[NH2:35].